From a dataset of Cav3 T-type calcium channel HTS with 100,875 compounds. Binary Classification. Given a drug SMILES string, predict its activity (active/inactive) in a high-throughput screening assay against a specified biological target. (1) The compound is Clc1c(CSc2n(c3c(n2)cccc3)C)ccc(c1)C#N. The result is 0 (inactive). (2) The compound is FC(F)(F)c1nn(c(Oc2cc(ccc2)C(F)(F)F)c1COC(=O)C)C. The result is 1 (active). (3) The result is 1 (active). The compound is S(=O)(=O)(Nc1cc2[nH]c(nc2cc1)c1n(ccc1)C)c1ccc(cc1)C. (4) The molecule is FC(F)(F)C(NC(=O)NCCCn1ccnc1)C(F)(F)F. The result is 0 (inactive).